This data is from Forward reaction prediction with 1.9M reactions from USPTO patents (1976-2016). The task is: Predict the product of the given reaction. (1) The product is: [ClH:1].[ClH:1].[CH2:2]([N:9]1[CH2:14][CH2:13][C@H:12]([CH3:15])[C@H:11]([NH:16][CH3:17])[CH2:10]1)[C:3]1[CH:4]=[CH:5][CH:6]=[CH:7][CH:8]=1. Given the reactants [ClH:1].[CH2:2]([N:9]1[CH2:14][CH2:13][CH:12]([CH3:15])[CH:11]([NH:16][C:17](=O)OC)[CH2:10]1)[C:3]1[CH:8]=[CH:7][CH:6]=[CH:5][CH:4]=1.[H-].[Al+3].[Li+].[H-].[H-].[H-].C(O)(C)C.Cl, predict the reaction product. (2) Given the reactants [OH:1][CH:2]([C:13]1[N:17]([CH2:18][O:19][CH2:20][CH2:21][Si:22]([CH3:25])([CH3:24])[CH3:23])[N:16]=[CH:15][CH:14]=1)[C:3]1[CH:12]=[CH:11][C:6]2[NH:7][C:8](=[O:10])[S:9][C:5]=2[CH:4]=1, predict the reaction product. The product is: [CH3:23][Si:22]([CH3:25])([CH3:24])[CH2:21][CH2:20][O:19][CH2:18][N:17]1[C:13]([C:2]([C:3]2[CH:12]=[CH:11][C:6]3[NH:7][C:8](=[O:10])[S:9][C:5]=3[CH:4]=2)=[O:1])=[CH:14][CH:15]=[N:16]1. (3) Given the reactants [C:1]([O-:22])(=O)[CH2:2][CH2:3][CH2:4][CH2:5][CH2:6][CH2:7][CH2:8][CH2:9][CH2:10]/[CH:11]=[CH:12]\[CH2:13]/[CH:14]=[CH:15]\[CH2:16][CH2:17][CH2:18][CH2:19][CH3:20].Cl.[CH3:24][NH:25][O:26][CH3:27].O.ON1C2C=CC=CC=2N=C1.C(N(CC)CC)C.Cl.C(N=C=NCCCN(C)C)C, predict the reaction product. The product is: [CH3:27][O:26][N:25]([CH3:24])[C:1](=[O:22])[CH2:2][CH2:3][CH2:4][CH2:5][CH2:6][CH2:7][CH2:8][CH2:9][CH2:10]/[CH:11]=[CH:12]\[CH2:13]/[CH:14]=[CH:15]\[CH2:16][CH2:17][CH2:18][CH2:19][CH3:20].